From a dataset of Reaction yield outcomes from USPTO patents with 853,638 reactions. Predict the reaction yield, written as a fraction of the theoretical maximum amount of product (1.0 means a 100% yield; for example, 0.34 means a 34% yield). The reactants are [CH2:1]([O:3][C:4]1[CH:9]=[C:8](I)[CH:7]=[CH:6][C:5]=1[O:11][CH:12]([CH3:14])[CH3:13])[CH3:2].[Li]CCCC.[B:20](OC(C)C)([O:25]C(C)C)[O:21]C(C)C. The catalyst is C1COCC1. The product is [CH2:1]([O:3][C:4]1[CH:9]=[C:8]([B:20]([OH:25])[OH:21])[CH:7]=[CH:6][C:5]=1[O:11][CH:12]([CH3:14])[CH3:13])[CH3:2]. The yield is 0.670.